This data is from Forward reaction prediction with 1.9M reactions from USPTO patents (1976-2016). The task is: Predict the product of the given reaction. (1) Given the reactants [H-].[Na+].Cl[CH2:4][CH2:5][CH2:6][S:7]([NH:10][C@H:11]1[CH2:16][CH2:15][C@H:14]([NH:17][C:18]2[N:23]=[C:22]([N:24]3[C:28]4[CH:29]=[CH:30][CH:31]=[CH:32][C:27]=4[N:26]=[C:25]3[CH:33]([F:35])[F:34])[CH:21]=[C:20]([N:36]3[CH2:41][CH2:40][O:39][CH2:38][CH2:37]3)[N:19]=2)[CH2:13][CH2:12]1)(=[O:9])=[O:8].O, predict the reaction product. The product is: [F:34][CH:33]([F:35])[C:25]1[N:24]([C:22]2[CH:21]=[C:20]([N:36]3[CH2:41][CH2:40][O:39][CH2:38][CH2:37]3)[N:19]=[C:18]([NH:17][C@H:14]3[CH2:15][CH2:16][C@H:11]([N:10]4[CH2:4][CH2:5][CH2:6][S:7]4(=[O:9])=[O:8])[CH2:12][CH2:13]3)[N:23]=2)[C:28]2[CH:29]=[CH:30][CH:31]=[CH:32][C:27]=2[N:26]=1. (2) The product is: [CH3:60][O:59][C:57](=[O:58])[NH:56][C@H:49]([C:50]1[CH:55]=[CH:54][CH:53]=[CH:52][CH:51]=1)[C:48]([N:117]1[CH2:118][CH2:119][CH2:120][C@H:116]1[C:114]1[NH:113][C:112]2[CH:121]=[C:108]([C:73]3[CH:74]=[CH:75][C:76]4[C:77]5[C:82](=[CH:81][C:80]([C:83]6[NH:87][C:86]([C@@H:88]7[CH2:96][C:91]8([O:95][CH2:94][CH2:93][O:92]8)[CH2:90][N:89]7[C:97](=[O:107])[C@@H:98]([NH:102][C:103]([O:104][CH3:105])=[O:106])[CH:99]([CH3:100])[CH3:101])=[N:85][CH:84]=6)=[CH:79][CH:78]=5)[C:70]([F:69])([F:122])[C:71]=4[CH:72]=3)[CH:109]=[CH:110][C:111]=2[N:115]=1)=[O:61]. Given the reactants COC(=O)N[C@@H](C(C)C)C(N1[C@H](C2NC(C3C=CC(C4C=CC5C(=CC=C(C6NC([C@@H]7CCCN7[C:48](=[O:61])[C@H:49]([NH:56][C:57]([O:59][CH3:60])=[O:58])[C:50]7[CH:55]=[CH:54][CH:53]=[CH:52][CH:51]=7)=NC=6)C=5)C=4)=CC=3)=CN=2)CC2(OCCO2)C1)=O.Cl.Cl.Cl.[F:69][C:70]1([F:122])[C:82]2[CH:81]=[C:80]([C:83]3[NH:87][C:86]([C@@H:88]4[CH2:96][C:91]5([O:95][CH2:94][CH2:93][O:92]5)[CH2:90][N:89]4[C:97](=[O:107])[C@@H:98]([NH:102][C:103](=[O:106])[O:104][CH3:105])[CH:99]([CH3:101])[CH3:100])=[N:85][CH:84]=3)[CH:79]=[CH:78][C:77]=2[C:76]2[C:71]1=[CH:72][C:73]([C:108]1[CH:109]=[CH:110][C:111]3[N:115]=[C:114]([C@@H:116]4[CH2:120][CH2:119][CH2:118][NH:117]4)[NH:113][C:112]=3[CH:121]=1)=[CH:74][CH:75]=2, predict the reaction product. (3) The product is: [NH2:6][C:5]1([CH2:4][OH:42])[CH2:7][CH2:8][CH2:9][CH2:10]1.[ClH:48].[NH2:16][C:15]1([CH2:14][Cl:48])[CH2:13][CH2:12][CH2:18][CH2:17]1. Given the reactants C([C:4]1[CH:10]=[CH:9][CH:8]=[CH:7][C:5]=1[NH2:6])(C)C.I[C:12]1[CH:18]=[CH:17][C:15]([NH2:16])=[C:14](C(C)C)[CH:13]=1.NC1C=CC=CC=1.IC1C=CC(N=C=S)=C(C(C)C)C=1.[OH:42]CCN.O=S(Cl)[Cl:48], predict the reaction product. (4) The product is: [I:40][CH2:14][C:10]1([C:7]2[CH:8]=[CH:9][C:4]([N+:1]([O-:3])=[O:2])=[CH:5][CH:6]=2)[CH2:13][CH2:12][CH2:11]1. Given the reactants [N+:1]([C:4]1[CH:9]=[CH:8][C:7]([C:10]2([CH2:14]O)[CH2:13][CH2:12][CH2:11]2)=[CH:6][CH:5]=1)([O-:3])=[O:2].C1(P(C2C=CC=CC=2)C2C=CC=CC=2)C=CC=CC=1.N1C=CN=C1.[I:40]I, predict the reaction product. (5) Given the reactants Br[C:2]1[CH:7]=[CH:6][C:5]([O:8][CH:9]([F:11])[F:10])=[C:4]([O:12][CH:13]2[CH2:15][CH2:14]2)[CH:3]=1.[B:16]1([B:16]2[O:20][C:19]([CH3:22])([CH3:21])[C:18]([CH3:24])([CH3:23])[O:17]2)[O:20][C:19]([CH3:22])([CH3:21])[C:18]([CH3:24])([CH3:23])[O:17]1.C([O-])(=O)C.[K+].[Cl-].[NH4+], predict the reaction product. The product is: [CH:13]1([O:12][C:4]2[CH:3]=[C:2]([B:16]3[O:20][C:19]([CH3:22])([CH3:21])[C:18]([CH3:24])([CH3:23])[O:17]3)[CH:7]=[CH:6][C:5]=2[O:8][CH:9]([F:11])[F:10])[CH2:15][CH2:14]1. (6) Given the reactants [F:1][C:2]([F:19])([F:18])[C:3]([C:5]1[CH:10]=[CH:9][CH:8]=[C:7]([CH:11]2[CH2:16][CH2:15][NH:14][CH2:13][CH2:12]2)[C:6]=1[F:17])=[O:4].[BH4-].[Na+].C(=O)([O-])[O-].[Na+].[Na+], predict the reaction product. The product is: [F:19][C:2]([F:1])([F:18])[CH:3]([C:5]1[CH:10]=[CH:9][CH:8]=[C:7]([CH:11]2[CH2:12][CH2:13][NH:14][CH2:15][CH2:16]2)[C:6]=1[F:17])[OH:4]. (7) Given the reactants [Cl:1][C:2]1[C:11]2[C:6](=[CH:7][C:8]([O:12][CH3:13])=[CH:9][CH:10]=2)[C:5]([C:14]2[CH:19]=[CH:18][CH:17]=[CH:16][CH:15]=2)=[C:4]([C:20]#[N:21])[N:3]=1.COC1C=C2C(=CC=1)C(=O)NC(C#N)=C2C1C=CC=CC=1[F:43], predict the reaction product. The product is: [Cl:1][C:2]1[C:11]2[C:6](=[CH:7][C:8]([O:12][CH3:13])=[CH:9][CH:10]=2)[C:5]([C:14]2[CH:19]=[CH:18][CH:17]=[CH:16][C:15]=2[F:43])=[C:4]([C:20]#[N:21])[N:3]=1. (8) Given the reactants Br[C:2]1[C:10]2[C:5](=[C:6]([O:18][CH2:19][CH2:20][C:21]3[CH:26]=[CH:25][CH:24]=[CH:23][N:22]=3)[CH:7]=[C:8]([C:11]3[C:16]([Cl:17])=[CH:15][CH:14]=[CH:13][N:12]=3)[CH:9]=2)[N:4]([C:27]([O:29][C:30]([CH3:33])([CH3:32])[CH3:31])=[O:28])[N:3]=1.[CH3:34][N:35]1[CH:39]=[CH:38][C:37]([NH2:40])=[N:36]1.C(=O)([O-])[O-].[Cs+].[Cs+].CC1(C)C2C=CC=C(P(C3C=CC=CC=3)C3C=CC=CC=3)C=2OC2C1=CC=CC=2P(C1C=CC=CC=1)C1C=CC=CC=1, predict the reaction product. The product is: [Cl:17][C:16]1[C:11]([C:8]2[CH:9]=[C:10]3[C:5](=[C:6]([O:18][CH2:19][CH2:20][C:21]4[CH:26]=[CH:25][CH:24]=[CH:23][N:22]=4)[CH:7]=2)[N:4]([C:27]([O:29][C:30]([CH3:33])([CH3:32])[CH3:31])=[O:28])[N:3]=[C:2]3[NH:40][C:37]2[CH:38]=[CH:39][N:35]([CH3:34])[N:36]=2)=[N:12][CH:13]=[CH:14][CH:15]=1. (9) Given the reactants [N:1]1[CH:6]=[CH:5][CH:4]=[CH:3][C:2]=1[NH2:7].[N:8]1[C:17]2[C:12](=[CH:13][CH:14]=[CH:15][CH:16]=2)[CH:11]=[CH:10][C:9]=1[C:18](O)=[O:19], predict the reaction product. The product is: [N:1]1[CH:6]=[CH:5][CH:4]=[CH:3][C:2]=1[NH:7][C:18]([C:9]1[CH:10]=[CH:11][C:12]2[C:17](=[CH:16][CH:15]=[CH:14][CH:13]=2)[N:8]=1)=[O:19]. (10) Given the reactants [N+:1]([C:4]1[CH:9]=[C:8]([C:10]2[CH:15]=[CH:14][CH:13]=[C:12]([NH:16][C:17](=[O:22])[C:18]([F:21])([F:20])[F:19])[CH:11]=2)[CH:7]=[CH:6][C:5]=1[CH2:23][C:24](O)=[O:25])([O-])=O, predict the reaction product. The product is: [F:19][C:18]([F:21])([F:20])[C:17]([NH:16][C:12]1[CH:11]=[C:10]([C:8]2[CH:9]=[C:4]3[C:5]([CH2:23][C:24](=[O:25])[NH:1]3)=[CH:6][CH:7]=2)[CH:15]=[CH:14][CH:13]=1)=[O:22].